Dataset: Forward reaction prediction with 1.9M reactions from USPTO patents (1976-2016). Task: Predict the product of the given reaction. (1) Given the reactants Cl.[CH3:2][C:3]1([CH3:23])[CH2:7][C:6]2[CH:8]=[CH:9][CH:10]=[C:11]([CH2:12][N:13]3[CH2:17][CH2:16][C:15]4([CH2:22][CH2:21][NH:20][CH2:19][CH2:18]4)[CH2:14]3)[C:5]=2[O:4]1.[N:24]1[CH:29]=[CH:28][C:27]([CH2:30][C:31](O)=[O:32])=[CH:26][CH:25]=1, predict the reaction product. The product is: [CH3:2][C:3]1([CH3:23])[CH2:7][C:6]2[CH:8]=[CH:9][CH:10]=[C:11]([CH2:12][N:13]3[CH2:17][CH2:16][C:15]4([CH2:22][CH2:21][N:20]([C:31](=[O:32])[CH2:30][C:27]5[CH:28]=[CH:29][N:24]=[CH:25][CH:26]=5)[CH2:19][CH2:18]4)[CH2:14]3)[C:5]=2[O:4]1. (2) Given the reactants [Cl:1][C:2]1[CH:3]=[N:4][C:5]2[N:6]([N:8]=[C:9]([C:11]([OH:13])=O)[CH:10]=2)[CH:7]=1.[CH3:14][CH:15]1[NH:20][CH2:19][CH2:18][N:17]2[N:21]=[CH:22][CH:23]=[C:16]12, predict the reaction product. The product is: [Cl:1][C:2]1[CH:3]=[N:4][C:5]2[N:6]([N:8]=[C:9]([C:11]([N:20]3[CH2:19][CH2:18][N:17]4[N:21]=[CH:22][CH:23]=[C:16]4[CH:15]3[CH3:14])=[O:13])[CH:10]=2)[CH:7]=1. (3) Given the reactants [F:1][C@H:2]1[C@H:8]([NH:9]C(=O)OC(C)(C)C)[CH2:7][CH2:6][C@@H:5]([C:17]2[N:21]([CH3:22])[N:20]=[CH:19][C:18]=2[N+:23]([O-])=O)[O:4][CH2:3]1.[F:26][C:27]1[CH:32]=[C:31]([C:33]2([O:37][CH3:38])[CH2:36][O:35][CH2:34]2)[CH:30]=[C:29]([F:39])[C:28]=1[C:40]1[N:45]=[C:44]([C:46](O)=[O:47])[CH:43]=[CH:42][C:41]=1[F:49], predict the reaction product. The product is: [NH2:9][C@H:8]1[C@H:2]([F:1])[CH2:3][O:4][C@H:5]([C:17]2[N:21]([CH3:22])[N:20]=[CH:19][C:18]=2[NH:23][C:46](=[O:47])[C:44]2[CH:43]=[CH:42][C:41]([F:49])=[C:40]([C:28]3[C:29]([F:39])=[CH:30][C:31]([C:33]4([O:37][CH3:38])[CH2:36][O:35][CH2:34]4)=[CH:32][C:27]=3[F:26])[N:45]=2)[CH2:6][CH2:7]1. (4) Given the reactants [CH2:1]([C:3]1([CH2:25][CH3:26])[C:7](=[O:8])[O:6][CH:5]([CH2:9][CH2:10][N:11]2[CH2:16][CH2:15][N:14]([C:17]3[CH:24]=[CH:23][CH:22]=[CH:21][C:18]=3[C:19]#N)[CH2:13][CH2:12]2)[CH2:4]1)[CH3:2].[CH3:27]C1C=CC=C(C)C=1N1CCNCC1.N1(C2C=CC=CC=2C#N)CCNCC1, predict the reaction product. The product is: [CH3:19][C:18]1[CH:21]=[CH:22][CH:23]=[C:24]([CH3:27])[C:17]=1[N:14]1[CH2:13][CH2:12][N:11]([CH2:10][CH2:9][CH:5]2[O:6][C:7](=[O:8])[C:3]([CH2:1][CH3:2])([CH2:25][CH3:26])[CH2:4]2)[CH2:16][CH2:15]1.